Dataset: Forward reaction prediction with 1.9M reactions from USPTO patents (1976-2016). Task: Predict the product of the given reaction. (1) Given the reactants C(OC(=O)[NH:7][C@H:8]([C:18]1[C:23]([Br:24])=[CH:22][CH:21]=[C:20]([C:25]#[C:26][C:27]2([OH:31])[CH2:30][CH2:29][CH2:28]2)[N:19]=1)[CH2:9][C:10]1[CH:15]=[C:14]([F:16])[CH:13]=[C:12]([F:17])[CH:11]=1)(C)(C)C.C(O)(C(F)(F)F)=O, predict the reaction product. The product is: [NH2:7][C@H:8]([C:18]1[N:19]=[C:20]([C:25]#[C:26][C:27]2([OH:31])[CH2:30][CH2:29][CH2:28]2)[CH:21]=[CH:22][C:23]=1[Br:24])[CH2:9][C:10]1[CH:15]=[C:14]([F:16])[CH:13]=[C:12]([F:17])[CH:11]=1. (2) Given the reactants Cl[CH2:2][C:3]([OH:5])=[O:4].[OH-].[Na+].[CH3:8][C:9]([C:11]1[CH:16]=[CH:15][C:14]([NH2:17])=[CH:13][CH:12]=1)=[O:10], predict the reaction product. The product is: [C:9]([C:11]1[CH:16]=[CH:15][C:14]([NH:17][CH2:2][C:3]([OH:5])=[O:4])=[CH:13][CH:12]=1)(=[O:10])[CH3:8].